From a dataset of Full USPTO retrosynthesis dataset with 1.9M reactions from patents (1976-2016). Predict the reactants needed to synthesize the given product. (1) Given the product [CH3:7][S:8]([CH:11]=[CH:20][C@H:22]1[CH2:23][CH2:24][C@H:25]([NH:28][C:29](=[O:35])[O:30][C:31]([CH3:34])([CH3:33])[CH3:32])[CH2:26][CH2:27]1)(=[O:9])=[O:10], predict the reactants needed to synthesize it. The reactants are: CC(C)([O-])C.[K+].[CH3:7][S:8]([CH2:11]P(=O)(OCC)OCC)(=[O:10])=[O:9].[CH:20]([C@H:22]1[CH2:27][CH2:26][C@H:25]([NH:28][C:29](=[O:35])[O:30][C:31]([CH3:34])([CH3:33])[CH3:32])[CH2:24][CH2:23]1)=O. (2) Given the product [N:20]1[CH:21]=[CH:22][CH:23]=[C:18]([C:19]2[CH:18]=[CH:23][C:22]3[C:21]([C:18]4[CH:19]=[N:20][CH:21]=[CH:22][CH:23]=4)=[CH:8][S:9][C:29]=3[CH:30]=2)[CH:19]=1, predict the reactants needed to synthesize it. The reactants are: C(=O)([O-])[O-].[Na+].[Na+].F[C:8](F)(F)[S:9]([O-])(=O)=O.C(B(CC)[C:18]1[CH:19]=[N:20][CH:21]=[CH:22][CH:23]=1)C.C(O[CH2:29][CH3:30])C. (3) Given the product [Cl:1][C:2]1[CH:18]=[CH:17][C:5]2[CH2:6][CH2:7][N:8]([C:11](=[O:16])[C:12]([F:15])([F:14])[F:13])[CH2:9][CH2:10][C:4]=2[C:3]=1[NH:38][CH2:37][C:36]1[CH:39]=[CH:40][C:33]([CH2:32][N:28]([CH:29]([CH3:31])[CH3:30])[CH3:27])=[CH:34][CH:35]=1, predict the reactants needed to synthesize it. The reactants are: [Cl:1][C:2]1[CH:18]=[CH:17][C:5]2[CH2:6][CH2:7][N:8]([C:11](=[O:16])[C:12]([F:15])([F:14])[F:13])[CH2:9][CH2:10][C:4]=2[C:3]=1OS(C(F)(F)F)(=O)=O.[CH3:27][N:28]([CH2:32][C:33]1[CH:40]=[CH:39][C:36]([CH2:37][NH2:38])=[CH:35][CH:34]=1)[CH:29]([CH3:31])[CH3:30]. (4) Given the product [Cl:1][C:2]1[CH:3]=[C:4]([O:12][C:13]2[CH:14]=[CH:15][C:16]([CH2:19][CH2:20][O:21][C:22]3[N:23]([CH3:31])[CH:24]=[C:25]([CH2:29][CH3:30])[C:26](=[O:28])[N:27]=3)=[CH:17][CH:18]=2)[CH:5]=[C:6]([C:8]([F:11])([F:9])[F:10])[CH:7]=1, predict the reactants needed to synthesize it. The reactants are: [Cl:1][C:2]1[CH:3]=[C:4]([O:12][C:13]2[CH:18]=[CH:17][C:16]([CH2:19][CH2:20][O:21][C:22]3[NH:23][CH:24]=[C:25]([CH2:29][CH3:30])[C:26](=[O:28])[N:27]=3)=[CH:15][CH:14]=2)[CH:5]=[C:6]([C:8]([F:11])([F:10])[F:9])[CH:7]=1.[CH3:31]CN(C(C)C)C(C)C.CI. (5) Given the product [F:32][C:29]1[CH:30]=[CH:31][C:26]([NH:1][CH2:2][C@@H:3]2[C@H:8]([CH3:9])[CH2:7][CH2:6][CH2:5][N:4]2[C:10]([C:12]2[CH:17]=[C:16]([CH3:18])[CH:15]=[CH:14][C:13]=2[C:19]2[CH:20]=[N:21][N:22]([CH3:24])[CH:23]=2)=[O:11])=[N:27][CH:28]=1, predict the reactants needed to synthesize it. The reactants are: [NH2:1][CH2:2][C@@H:3]1[C@H:8]([CH3:9])[CH2:7][CH2:6][CH2:5][N:4]1[C:10]([C:12]1[CH:17]=[C:16]([CH3:18])[CH:15]=[CH:14][C:13]=1[C:19]1[CH:20]=[N:21][N:22]([CH3:24])[CH:23]=1)=[O:11].Br[C:26]1[CH:31]=[CH:30][C:29]([F:32])=[CH:28][N:27]=1.CC1(C)C2C(=C(P(C3C=CC=CC=3)C3C=CC=CC=3)C=CC=2)OC2C(P(C3C=CC=CC=3)C3C=CC=CC=3)=CC=CC1=2.CC([O-])(C)C.[Na+]. (6) Given the product [P:63]([C:59]1[CH:58]=[C:57]([NH:56][C:5](=[O:7])[CH2:4][CH2:3][C@@H:2]([C:8]([OH:10])=[O:9])[NH2:1])[CH:62]=[CH:61][CH:60]=1)([OH:66])([OH:65])=[O:64], predict the reactants needed to synthesize it. The reactants are: [NH:1](C(OC(C)(C)C)=O)[C@H:2]([C:8]([O:10]C(C)(C)C)=[O:9])[CH2:3][CH2:4][C:5](=[O:7])O.C1C=NC2N(O)N=NC=2C=1.CN(C(ON1N=NC2C=CC=NC1=2)=[N+](C)C)C.F[P-](F)(F)(F)(F)F.[NH2:56][C:57]1[CH:58]=[C:59]([P:63](=[O:66])([OH:65])[OH:64])[CH:60]=[CH:61][CH:62]=1. (7) Given the product [Cl:19][C:15]1[CH:16]=[CH:17][CH:18]=[C:13]([Cl:12])[C:14]=1[NH:20][C:21]1[S:22]/[C:23](=[CH:10]\[C:8]2[CH:7]=[CH:6][N:5]3[N:1]=[CH:2][CH:3]=[C:4]3[CH:9]=2)/[C:24](=[O:26])[N:25]=1, predict the reactants needed to synthesize it. The reactants are: [N:1]1[N:5]2[CH:6]=[CH:7][C:8]([CH:10]=O)=[CH:9][C:4]2=[CH:3][CH:2]=1.[Cl:12][C:13]1[CH:18]=[CH:17][CH:16]=[C:15]([Cl:19])[C:14]=1/[N:20]=[C:21]1\[S:22][CH2:23][C:24](=[O:26])[NH:25]\1.N1CCCCC1.Cl. (8) The reactants are: [CH:1]1([C:4]2[C:5]([O:24][CH2:25][C:26]([F:29])([F:28])[F:27])=[CH:6][C:7]([C:10]([NH:12][C:13]([C:18]3[N:22]=[C:21]([CH3:23])[O:20][N:19]=3)([CH3:17])[C:14](O)=[O:15])=[O:11])=[N:8][CH:9]=2)[CH2:3][CH2:2]1.[NH:30]1[CH2:33][CH2:32][CH2:31]1. Given the product [N:30]1([C:14](=[O:15])[C:13]([NH:12][C:10]([C:7]2[CH:6]=[C:5]([O:24][CH2:25][C:26]([F:27])([F:28])[F:29])[C:4]([CH:1]3[CH2:2][CH2:3]3)=[CH:9][N:8]=2)=[O:11])([C:18]2[N:22]=[C:21]([CH3:23])[O:20][N:19]=2)[CH3:17])[CH2:33][CH2:32][CH2:31]1, predict the reactants needed to synthesize it. (9) The reactants are: [H-].[Na+].[CH2:3]([OH:6])[CH2:4][OH:5].F[C:8]1[CH:17]=[C:16]2[C:11]([C:12]([OH:18])=[N:13][CH:14]=[N:15]2)=[CH:10][CH:9]=1. Given the product [OH:5][CH2:4][CH2:3][O:6][C:8]1[CH:17]=[C:16]2[C:11]([C:12]([OH:18])=[N:13][CH:14]=[N:15]2)=[CH:10][CH:9]=1, predict the reactants needed to synthesize it.